From a dataset of CYP2C19 inhibition data for predicting drug metabolism from PubChem BioAssay. Regression/Classification. Given a drug SMILES string, predict its absorption, distribution, metabolism, or excretion properties. Task type varies by dataset: regression for continuous measurements (e.g., permeability, clearance, half-life) or binary classification for categorical outcomes (e.g., BBB penetration, CYP inhibition). Dataset: cyp2c19_veith. (1) The compound is COc1ccc2cc3cc(C(=O)NCCc4ccc(OC)c(OC)c4)oc3nc2c1. The result is 1 (inhibitor). (2) The compound is CCOc1ccc(C(=O)N2CCCC2C(=O)O)cc1. The result is 0 (non-inhibitor). (3) The drug is Cc1ccc(NC(=O)NNC(=O)Cn2nc(-c3ccccc3)c(-c3ccccc3)c(C#N)c2=O)cc1. The result is 1 (inhibitor). (4) The result is 1 (inhibitor). The molecule is O=S(=O)(CC(O)COc1ccccc1Cl)c1ccccc1. (5) The result is 1 (inhibitor). The compound is O=S(=O)(N/N=C\c1ccc2c(c1)OCO2)c1ccc(Cl)cc1. (6) The molecule is O=C(O)CCSC1=NCCN1. The result is 0 (non-inhibitor). (7) The drug is O=C(CSc1nnc(Cc2cc(=O)[nH]c(=O)[nH]2)n1-c1ccccc1)N1CCCC1. The result is 0 (non-inhibitor). (8) The drug is O=C(N/N=C/c1cccc(F)c1)c1csc2c1CCCC2. The result is 1 (inhibitor). (9) The molecule is CC(C)(O)/C=C\C(=O)[C@](C)(O)[C@H]1[C@H](O)C[C@]2(C)[C@@H]3CC=C4[C@@H](C=C(O)C(=O)C4(C)C)[C@]3(C)C(=O)C[C@@]12C. The result is 0 (non-inhibitor).